From a dataset of Full USPTO retrosynthesis dataset with 1.9M reactions from patents (1976-2016). Predict the reactants needed to synthesize the given product. (1) Given the product [C:1]([O:5][C:6]([N:8]1[CH2:12][C@H:11]([NH:13][C:20]2[CH:19]=[CH:18][C:17]([Br:16])=[CH:22][C:21]=2[N+:23]([O-:25])=[O:24])[CH2:10][C@@H:9]1[CH2:14][OH:15])=[O:7])([CH3:4])([CH3:3])[CH3:2], predict the reactants needed to synthesize it. The reactants are: [C:1]([O:5][C:6]([N:8]1[CH2:12][C@H:11]([NH2:13])[CH2:10][C@@H:9]1[CH2:14][OH:15])=[O:7])([CH3:4])([CH3:3])[CH3:2].[Br:16][C:17]1[CH:18]=[CH:19][C:20](F)=[C:21]([N+:23]([O-:25])=[O:24])[CH:22]=1.C(N(CC)CC)C. (2) Given the product [NH2:17][C:16]1[N:7]([CH:2]2[CH2:6][CH2:5][CH2:4][CH2:3]2)[N:8]=[CH:12][C:13]=1[C:14]#[N:15], predict the reactants needed to synthesize it. The reactants are: Cl.[CH:2]1([NH:7][NH2:8])[CH2:6][CH2:5][CH2:4][CH2:3]1.C(O[CH:12]=[C:13]([C:16]#[N:17])[C:14]#[N:15])C.CCN(CC)CC.